From a dataset of Full USPTO retrosynthesis dataset with 1.9M reactions from patents (1976-2016). Predict the reactants needed to synthesize the given product. (1) Given the product [C:41]([O:32][CH:27]([C:24]1[CH:23]=[CH:22][C:21]([C:20]([NH:19][C:9]2[CH:10]=[C:11]([C:14]3[S:15][CH:16]=[CH:17][CH:18]=3)[CH:12]=[CH:13][C:8]=2[NH:7][C:6]([O:5][C:1]([CH3:4])([CH3:2])[CH3:3])=[O:34])=[O:33])=[CH:26][CH:25]=1)[C:28]([NH:29][CH3:30])=[O:31])(=[O:43])[CH3:42], predict the reactants needed to synthesize it. The reactants are: [C:1]([O:5][C:6](=[O:34])[NH:7][C:8]1[CH:13]=[CH:12][C:11]([C:14]2[S:15][CH:16]=[CH:17][CH:18]=2)=[CH:10][C:9]=1[NH:19][C:20](=[O:33])[C:21]1[CH:26]=[CH:25][C:24]([CH:27]([OH:32])[C:28](=[O:31])[NH:29][CH3:30])=[CH:23][CH:22]=1)([CH3:4])([CH3:3])[CH3:2].N1C=CC=CC=1.[C:41](OC(=O)C)(=[O:43])[CH3:42]. (2) The reactants are: [Br:1][C:2]1[CH:7]=[CH:6][C:5]([C:8]2(C(O)=O)[CH2:10][CH2:9]2)=[CH:4][CH:3]=1.C([N:17]([CH2:21]C)C(C)C)(C)C.C1(P(N=[N+]=[N-])(C2C=CC=CC=2)=[O:30])C=CC=CC=1.[C:40]([OH:44])([CH3:43])([CH3:42])[CH3:41]. Given the product [Br:1][C:2]1[CH:3]=[CH:4][C:5]([C:8]2([NH:17][C:21](=[O:30])[O:44][C:40]([CH3:43])([CH3:42])[CH3:41])[CH2:9][CH2:10]2)=[CH:6][CH:7]=1, predict the reactants needed to synthesize it. (3) Given the product [NH2:8][C:7]1[C:6]([F:18])=[CH:5][N:4]=[C:3]([NH:19][S:20]([CH2:23][CH2:24][CH3:25])(=[O:21])=[O:22])[C:2]=1[F:1], predict the reactants needed to synthesize it. The reactants are: [F:1][C:2]1[C:3]([NH:19][S:20]([CH2:23][CH2:24][CH3:25])(=[O:22])=[O:21])=[N:4][CH:5]=[C:6]([F:18])[C:7]=1[NH:8]CC1C=CC(OC)=CC=1. (4) Given the product [Br:13][CH2:4][CH2:5][C:6]1([CH2:1][C:2]([OH:3])=[O:12])[CH2:11][CH2:10][CH2:9][CH2:8][CH2:7]1, predict the reactants needed to synthesize it. The reactants are: [CH2:1]1[C:6]2([CH2:11][CH2:10][CH2:9][CH2:8][CH2:7]2)[CH2:5][CH2:4][O:3][C:2]1=[O:12].[BrH:13].C(O)(=O)C. (5) Given the product [Si:11]([O:18][C@H:19]([CH2:23][CH:24]=[CH2:25])[C:20]([NH:1][C@H:2]([C:5]1[CH:10]=[CH:9][CH:8]=[CH:7][CH:6]=1)[CH2:3][OH:4])=[O:21])([C:14]([CH3:17])([CH3:16])[CH3:15])([CH3:12])[CH3:13], predict the reactants needed to synthesize it. The reactants are: [NH2:1][C@H:2]([C:5]1[CH:10]=[CH:9][CH:8]=[CH:7][CH:6]=1)[CH2:3][OH:4].[Si:11]([O:18][C@H:19]([CH2:23][CH:24]=[CH2:25])[C:20](O)=[O:21])([C:14]([CH3:17])([CH3:16])[CH3:15])([CH3:13])[CH3:12]. (6) Given the product [Br:18][C:19]1[CH:24]=[CH:23][C:22]([CH2:25][CH2:26][O:27][CH:17]2[CH2:16][CH2:15][CH2:14][CH2:13][O:12]2)=[CH:21][CH:20]=1, predict the reactants needed to synthesize it. The reactants are: C1(C)C=CC(S(O)(=O)=O)=CC=1.[O:12]1[CH:17]=[CH:16][CH2:15][CH2:14][CH2:13]1.[Br:18][C:19]1[CH:24]=[CH:23][C:22]([CH2:25][CH2:26][OH:27])=[CH:21][CH:20]=1. (7) The reactants are: [CH3:1][C:2]([O:5][C:6]([NH:8][C:9]([O:11][C:12]([CH3:15])([CH3:14])[CH3:13])=[O:10])=[O:7])([CH3:4])[CH3:3].CC(C)([O-])C.[K+].I[CH2:23][CH2:24][O:25][CH2:26][CH2:27][O:28][CH2:29][CH2:30][O:31][C:32]1[CH:37]=[CH:36][C:35]([C:38](=[O:42])[CH2:39][CH2:40][CH3:41])=[CH:34][CH:33]=1.C(OCC)(=O)C. Given the product [C:38]([C:35]1[CH:36]=[CH:37][C:32]([O:31][CH2:30][CH2:29][O:28][CH2:27][CH2:26][O:25][CH2:24][CH2:23][N:8]([C:9]([O:11][C:12]([CH3:15])([CH3:14])[CH3:13])=[O:10])[C:6]([O:5][C:2]([CH3:1])([CH3:3])[CH3:4])=[O:7])=[CH:33][CH:34]=1)(=[O:42])[CH2:39][CH2:40][CH3:41], predict the reactants needed to synthesize it. (8) The reactants are: Br[C:2]1[C:10]2[O:9][CH2:8][C@@H:7]([N:11]([C:26](=[O:31])[C:27]([F:30])([F:29])[F:28])[C:12]3[CH:25]=[CH:24][C:15]4[C@H:16]([CH2:19][C:20]([O:22][CH3:23])=[O:21])[CH2:17][O:18][C:14]=4[CH:13]=3)[C:6]=2[CH:5]=[CH:4][CH:3]=1.[CH3:32][O:33][C:34]1[CH:35]=[CH:36][C:37]([N+:41]([O-:43])=[O:42])=[C:38]([CH:40]=1)[NH2:39].P([O-])([O-])([O-])=O.[K+].[K+].[K+]. Given the product [CH3:32][O:33][C:34]1[CH:35]=[CH:36][C:37]([N+:41]([O-:43])=[O:42])=[C:38]([NH:39][C:2]2[C:10]3[O:9][CH2:8][C@@H:7]([N:11]([C:26](=[O:31])[C:27]([F:30])([F:29])[F:28])[C:12]4[CH:25]=[CH:24][C:15]5[C@H:16]([CH2:19][C:20]([O:22][CH3:23])=[O:21])[CH2:17][O:18][C:14]=5[CH:13]=4)[C:6]=3[CH:5]=[CH:4][CH:3]=2)[CH:40]=1, predict the reactants needed to synthesize it. (9) The reactants are: [C:1]([N:8]([CH3:28])[CH:9]1[CH2:14][CH2:13][CH:12]([NH:15][CH2:16][C:17]2[CH:18]=[C:19](B(O)O)[CH:20]=[CH:21][C:22]=2[O:23][CH3:24])[CH2:11][CH2:10]1)([O:3][C:4]([CH3:7])([CH3:6])[CH3:5])=[O:2].FC(F)(F)S(O[C:35]1[CH:36]=[N:37][C:38]([CH3:41])=[CH:39][CH:40]=1)(=O)=O. Given the product [CH3:24][O:23][C:22]1[CH:21]=[CH:20][C:19]([C:35]2[CH:36]=[N:37][C:38]([CH3:41])=[CH:39][CH:40]=2)=[CH:18][C:17]=1[CH2:16][NH:15][CH:12]1[CH2:13][CH2:14][CH:9]([N:8]([CH3:28])[C:1](=[O:2])[O:3][C:4]([CH3:7])([CH3:6])[CH3:5])[CH2:10][CH2:11]1, predict the reactants needed to synthesize it. (10) Given the product [C:19]1([C:2]2[CH:7]=[CH:6][N:5]=[C:4]([NH:8][CH:9]3[CH2:14][C:13]([CH3:16])([CH3:15])[NH:12][C:11]([CH3:18])([CH3:17])[CH2:10]3)[N:3]=2)[CH:24]=[CH:23][CH:22]=[CH:21][CH:20]=1, predict the reactants needed to synthesize it. The reactants are: Cl[C:2]1[CH:7]=[CH:6][N:5]=[C:4]([NH:8][CH:9]2[CH2:14][C:13]([CH3:16])([CH3:15])[NH:12][C:11]([CH3:18])([CH3:17])[CH2:10]2)[N:3]=1.[C:19]1(B(O)O)[CH:24]=[CH:23][CH:22]=[CH:21][CH:20]=1.